Task: Predict the reactants needed to synthesize the given product.. Dataset: Full USPTO retrosynthesis dataset with 1.9M reactions from patents (1976-2016) (1) Given the product [N:53]1([CH2:54][C:4]2[CH:5]=[C:6]3[C:10](=[CH:11][CH:12]=2)[NH:9][CH:8]=[C:7]3[CH2:13][CH2:14][N:15]2[CH2:20][CH2:19][N:18]([C:21]3[C:26]4[CH:27]=[CH:28][NH:29][C:25]=4[CH:24]=[CH:23][N:22]=3)[CH2:17][CH2:16]2)[CH:52]=[CH:51][N:50]=[CH:49]1, predict the reactants needed to synthesize it. The reactants are: BrCC[C:4]1[CH:5]=[C:6]2[C:10](=[CH:11][CH:12]=1)[NH:9][CH:8]=[C:7]2[CH2:13][CH2:14][N:15]1[CH2:20][CH2:19][N:18]([C:21]2[C:26]3[CH:27]=[CH:28][NH:29][C:25]=3[CH:24]=[CH:23][N:22]=2)[CH2:17][CH2:16]1.C([C:49]1[NH:50][CH:51]=[CH:52][N:53]=1)(C1C=CC=CC=1)(C1C=CC=CC=1)C1C=CC=CC=1.[CH3:54]O. (2) Given the product [C:1]([C:3]1[CH:4]=[C:5]([C:9]2[C:10]3[N:11]([C:28]([CH2:31][CH3:32])=[CH:29][CH:30]=3)[N:12]=[C:13]([C:19]([OH:21])=[O:20])[C:14]=2[S:15]([CH3:18])(=[O:17])=[O:16])[CH:6]=[CH:7][CH:8]=1)#[N:2], predict the reactants needed to synthesize it. The reactants are: [C:1]([C:3]1[CH:4]=[C:5]([C:9]2[C:10]3[N:11]([C:28]([CH2:31][CH3:32])=[CH:29][CH:30]=3)[N:12]=[C:13]([C:19]([O:21]CC[Si](C)(C)C)=[O:20])[C:14]=2[S:15]([CH3:18])(=[O:17])=[O:16])[CH:6]=[CH:7][CH:8]=1)#[N:2]. (3) Given the product [CH2:1]([O:3][C:4](=[O:12])[C:5]1[CH:10]=[CH:9][C:8]([NH:11][C:18](=[O:19])[C:17]2[CH:21]=[CH:22][C:14]([Cl:13])=[CH:15][CH:16]=2)=[CH:7][CH:6]=1)[CH3:2], predict the reactants needed to synthesize it. The reactants are: [CH2:1]([O:3][C:4](=[O:12])[C:5]1[CH:10]=[CH:9][C:8]([NH2:11])=[CH:7][CH:6]=1)[CH3:2].[Cl:13][C:14]1[CH:22]=[CH:21][C:17]([C:18](Cl)=[O:19])=[CH:16][CH:15]=1. (4) Given the product [CH2:1]([C@@:5]1([C:21]([OH:23])=[O:22])[CH2:9][C@@H:8]([C:10]2[N:14]=[C:13]([CH3:15])[O:12][N:11]=2)[C@H:7]([C:16]2[N:17]=[CH:18][S:19][CH:20]=2)[N:6]1[C:33](=[O:34])[C:32]1[CH:36]=[CH:37][C:38]([C:39]([CH3:40])([CH3:41])[CH3:42])=[C:30]([O:29][CH3:28])[CH:31]=1)[CH:2]([CH3:3])[CH3:4], predict the reactants needed to synthesize it. The reactants are: [CH2:1]([C@@:5]1([C:21]([O:23]C(C)(C)C)=[O:22])[CH2:9][C@@H:8]([C:10]2[N:14]=[C:13]([CH3:15])[O:12][N:11]=2)[C@H:7]([C:16]2[N:17]=[CH:18][S:19][CH:20]=2)[NH:6]1)[CH:2]([CH3:4])[CH3:3].[CH3:28][O:29][C:30]1[CH:31]=[C:32]([CH:36]=[CH:37][C:38]=1[C:39]([CH3:42])([CH3:41])[CH3:40])[C:33](Cl)=[O:34].FC(F)(F)C(O)=O. (5) Given the product [C:1]([N:4]1[C@@H:10]([CH3:11])[C@H:9]([NH:12][C:13](=[O:25])[C@@H:14]([N:16]([CH3:24])[C:17](=[O:23])[O:18][C:19]([CH3:22])([CH3:21])[CH3:20])[CH3:15])[C:8](=[O:26])[N:7]([CH2:36][C:37]2[C:46]3[C:41](=[CH:42][CH:43]=[CH:44][CH:45]=3)[N:40]=[CH:39][C:38]=2[CH:47]2[CH2:48][CH2:49]2)[C:6]2[CH:27]=[CH:28][CH:29]=[CH:30][C:5]1=2)(=[O:3])[CH3:2], predict the reactants needed to synthesize it. The reactants are: [C:1]([N:4]1[C@@H:10]([CH3:11])[C@H:9]([NH:12][C:13](=[O:25])[C@@H:14]([N:16]([CH3:24])[C:17](=[O:23])[O:18][C:19]([CH3:22])([CH3:21])[CH3:20])[CH3:15])[C:8](=[O:26])[NH:7][C:6]2[CH:27]=[CH:28][CH:29]=[CH:30][C:5]1=2)(=[O:3])[CH3:2].CS(O[CH2:36][C:37]1[C:46]2[C:41](=[CH:42][CH:43]=[CH:44][CH:45]=2)[N:40]=[CH:39][C:38]=1[CH:47]1[CH2:49][CH2:48]1)(=O)=O.C(=O)([O-])[O-].[Cs+].[Cs+].[I-].[Na+]. (6) Given the product [F:1][C:2]1[CH:3]=[CH:4][C:5]([C:8]2[N:12]=[N:11][N:10]([CH3:13])[C:9]=2[CH2:18][OH:19])=[CH:6][CH:7]=1, predict the reactants needed to synthesize it. The reactants are: [F:1][C:2]1[CH:7]=[CH:6][C:5]([C:8]2[N:12]=[N:11][N:10]([CH2:13][Si](C)(C)C)[C:9]=2[CH2:18][OH:19])=[CH:4][CH:3]=1.O.[F-].C([N+](CCCC)(CCCC)CCCC)CCC. (7) Given the product [Cl:1][C:2]1[C:8]([C:9]2[N:10]=[C:11]([CH:22]3[CH2:24][CH2:23]3)[S:12][C:13]=2[C:14]2[CH:19]=[CH:18][N:17]=[C:16]([S:20][CH3:21])[N:15]=2)=[CH:7][CH:6]=[CH:5][C:3]=1[NH:4][S:27]([CH3:26])(=[O:29])=[O:28], predict the reactants needed to synthesize it. The reactants are: [Cl:1][C:2]1[C:8]([C:9]2[N:10]=[C:11]([CH:22]3[CH2:24][CH2:23]3)[S:12][C:13]=2[C:14]2[CH:19]=[CH:18][N:17]=[C:16]([S:20][CH3:21])[N:15]=2)=[CH:7][C:6](F)=[CH:5][C:3]=1[NH2:4].[CH3:26][S:27](Cl)(=[O:29])=[O:28]. (8) Given the product [CH3:23][O:45][C:43]([C@@H:41]1[CH2:40][CH2:37][CH2:32][CH2:38][N:42]1[C:6]([O:5][CH2:1][C:55]1[CH:56]=[CH:57][CH:58]=[CH:59][CH:60]=1)=[O:22])=[O:44], predict the reactants needed to synthesize it. The reactants are: [C:1]([O:5][C:6](=[O:22])CC(NC(C1CCCCN1)=O)C(O)CF)(C)(C)C.[CH3:23]CN(C(C)C)C(C)C.[C:32]1([C:38]2S[CH:40]=[C:41]([C:43]([OH:45])=[O:44])[N:42]=2)[CH:37]=CC=CC=1.CN(C(ON1N=N[C:56]2[CH:57]=[CH:58][CH:59]=[CH:60][C:55]1=2)=[N+](C)C)C.[B-](F)(F)(F)F. (9) Given the product [CH3:35][N:33]([CH3:34])[C:32]([C@H:24]([N:22]([CH3:23])[C:21](=[O:37])[C@H:9]([NH:7][CH3:6])[CH2:10][C:11]1[CH:20]=[CH:19][C:18]2[C:13](=[CH:14][CH:15]=[CH:16][CH:17]=2)[CH:12]=1)[CH2:25][C:26]1[CH:31]=[CH:30][CH:29]=[CH:28][CH:27]=1)=[O:36], predict the reactants needed to synthesize it. The reactants are: C(O[C:6](=O)[N:7]([C@@H:9]([C:21](=[O:37])[N:22]([C@@H:24]([C:32](=[O:36])[N:33]([CH3:35])[CH3:34])[CH2:25][C:26]1[CH:31]=[CH:30][CH:29]=[CH:28][CH:27]=1)[CH3:23])[CH2:10][C:11]1[CH:20]=[CH:19][C:18]2[C:13](=[CH:14][CH:15]=[CH:16][CH:17]=2)[CH:12]=1)C)(C)(C)C.C(=O)(O)[O-].[Na+].